Dataset: Full USPTO retrosynthesis dataset with 1.9M reactions from patents (1976-2016). Task: Predict the reactants needed to synthesize the given product. (1) Given the product [Br:1][C:2]1[C:3]([CH:9]=[N:17][S@:15]([C:12]([CH3:14])([CH3:13])[CH3:11])=[O:16])=[N:4][CH:5]=[C:6]([Br:8])[CH:7]=1, predict the reactants needed to synthesize it. The reactants are: [Br:1][C:2]1[C:3]([CH:9]=O)=[N:4][CH:5]=[C:6]([Br:8])[CH:7]=1.[CH3:11][C:12]([S@@:15]([NH2:17])=[O:16])([CH3:14])[CH3:13]. (2) The reactants are: C(OC([NH:8][CH2:9][CH:10]([NH:21][C:22](=[O:37])[C:23]1[CH:28]=[CH:27][C:26]([C:29]([N:31]2[CH2:35][CH2:34][CH2:33][CH2:32]2)=[O:30])=[C:25]([CH3:36])[CH:24]=1)[C:11]1[NH:15][C:14]2[CH:16]=[CH:17][C:18]([Cl:20])=[CH:19][C:13]=2[N:12]=1)=O)(C)(C)C.FC(F)(F)C(O)=O.ClCl. Given the product [NH2:8][CH2:9][CH:10]([NH:21][C:22](=[O:37])[C:23]1[CH:28]=[CH:27][C:26]([C:29]([N:31]2[CH2:35][CH2:34][CH2:33][CH2:32]2)=[O:30])=[C:25]([CH3:36])[CH:24]=1)[C:11]1[NH:15][C:14]2[CH:16]=[CH:17][C:18]([Cl:20])=[CH:19][C:13]=2[N:12]=1, predict the reactants needed to synthesize it.